This data is from Catalyst prediction with 721,799 reactions and 888 catalyst types from USPTO. The task is: Predict which catalyst facilitates the given reaction. Reactant: [CH3:1][CH:2]([N:4]1[C:8]([C:9]([O:11][CH2:12][CH3:13])=[O:10])=[CH:7][CH:6]=[N:5]1)[CH3:3].[B-](F)(F)(F)[F:15].[B-](F)(F)(F)F.C1[N+]2(CCl)CC[N+](F)(CC2)C1.C(#N)C. Product: [F:15][C:7]1[CH:6]=[N:5][N:4]([CH:2]([CH3:1])[CH3:3])[C:8]=1[C:9]([O:11][CH2:12][CH3:13])=[O:10]. The catalyst class is: 15.